Dataset: Ames mutagenicity test results for genotoxicity prediction. Task: Regression/Classification. Given a drug SMILES string, predict its toxicity properties. Task type varies by dataset: regression for continuous values (e.g., LD50, hERG inhibition percentage) or binary classification for toxic/non-toxic outcomes (e.g., AMES mutagenicity, cardiotoxicity, hepatotoxicity). Dataset: ames. (1) The drug is O=[N+]([O-])c1cccc2c1-c1ccc3ccc4cccc5cc-2c1c3c45. The result is 1 (mutagenic). (2) The result is 0 (non-mutagenic). The compound is CCCCCCCCCCCCCCCCCCOC(=O)CCCCCCCCCCCCCCC. (3) The drug is O[C@@H]1[C@@H]2O[C@@H]2c2c(ccc3c2-c2cccc4cccc-3c24)[C@H]1O. The result is 1 (mutagenic). (4) The drug is CC(=O)Nc1ccc(CC(=O)O)cc1. The result is 0 (non-mutagenic). (5) The compound is O=C(O)C(=O)O. The result is 0 (non-mutagenic).